Dataset: Catalyst prediction with 721,799 reactions and 888 catalyst types from USPTO. Task: Predict which catalyst facilitates the given reaction. (1) Reactant: [CH3:1][C:2]1[CH:11]=[CH:10][C:5]2[NH:6][C:7](=O)[NH:8][C:4]=2[CH:3]=1.P(Cl)(Cl)([Cl:14])=O. Product: [Cl:14][C:7]1[NH:6][C:5]2[CH:10]=[CH:11][C:2]([CH3:1])=[CH:3][C:4]=2[N:8]=1. The catalyst class is: 22. (2) Reactant: [F:1][C:2]1[C:3]([NH:12][CH2:13][CH2:14][C:15]([F:18])([F:17])[F:16])=[C:4]([CH:8]=[C:9]([F:11])[CH:10]=1)[C:5]([OH:7])=O.[CH3:19][C:20]([NH2:24])([C:22]#[CH:23])[CH3:21].C1C=CC2N(O)N=NC=2C=1.CCN=C=NCCCN(C)C.CCN(C(C)C)C(C)C. Product: [F:1][C:2]1[C:3]([NH:12][CH2:13][CH2:14][C:15]([F:18])([F:17])[F:16])=[C:4]([CH:8]=[C:9]([F:11])[CH:10]=1)[C:5]([NH:24][C:20]([CH3:21])([C:22]#[CH:23])[CH3:19])=[O:7]. The catalyst class is: 2.